From a dataset of Full USPTO retrosynthesis dataset with 1.9M reactions from patents (1976-2016). Predict the reactants needed to synthesize the given product. (1) Given the product [CH3:16][N:8]([C:9]1[CH:10]=[CH:11][CH:12]=[CH:13][CH:14]=1)[C:6]1[N:7]=[C:2]([NH2:1])[N:3]=[C:4]([C:17]2[N:18]=[C:29]([C:28]3[CH:27]=[N:26][C:25]([O:24][CH2:23][C:22]([F:35])([F:21])[F:34])=[CH:33][CH:32]=3)[O:20][N:19]=2)[N:5]=1, predict the reactants needed to synthesize it. The reactants are: [NH2:1][C:2]1[N:7]=[C:6]([N:8]([CH3:16])[C:9]2[CH:14]=[CH:13][CH:12]=[C:11](C)[CH:10]=2)[N:5]=[C:4]([C:17]([NH:19][OH:20])=[NH:18])[N:3]=1.[F:21][C:22]([F:35])([F:34])[CH2:23][O:24][C:25]1[CH:33]=[CH:32][C:28]([C:29](Cl)=O)=[CH:27][N:26]=1. (2) Given the product [O:12]=[C:9]1[C:10]2[C:5](=[CH:4][CH:3]=[C:2]([C:14]#[N:15])[CH:11]=2)[CH:6]=[CH:7][NH:8]1, predict the reactants needed to synthesize it. The reactants are: Br[C:2]1[CH:11]=[C:10]2[C:5]([CH:6]=[CH:7][NH:8][C:9]2=[O:12])=[CH:4][CH:3]=1.[Cu](C#N)[C:14]#[N:15].